Dataset: Catalyst prediction with 721,799 reactions and 888 catalyst types from USPTO. Task: Predict which catalyst facilitates the given reaction. Reactant: Br[C:2]1[CH:3]=[C:4]([N:8]2[CH2:13][CH2:12][N:11]([C:14]([O:16][C:17]([CH3:20])([CH3:19])[CH3:18])=[O:15])[CH2:10][CH2:9]2)[CH:5]=[CH:6][CH:7]=1.[F:21][C:22]1[CH:27]=[C:26]([F:28])[CH:25]=[CH:24][C:23]=1OB(O)O.C(=O)([O-])[O-].[Na+].[Na+].O. Product: [F:21][C:22]1[CH:27]=[C:26]([F:28])[CH:25]=[CH:24][C:23]=1[C:2]1[CH:7]=[CH:6][CH:5]=[C:4]([N:8]2[CH2:13][CH2:12][N:11]([C:14]([O:16][C:17]([CH3:20])([CH3:19])[CH3:18])=[O:15])[CH2:10][CH2:9]2)[CH:3]=1. The catalyst class is: 149.